From a dataset of Catalyst prediction with 721,799 reactions and 888 catalyst types from USPTO. Predict which catalyst facilitates the given reaction. (1) Reactant: [F:1][C:2]([F:12])([F:11])[C:3]1[CH:10]=[CH:9][C:6]([CH2:7][OH:8])=[CH:5][CH:4]=1.[H-].[Na+].Cl[C:16]1[C:17]2[CH:26]=[CH:25][N:24]([C:27]3[C:32]([CH3:33])=[CH:31][C:30]([CH3:34])=[CH:29][C:28]=3[CH3:35])[C:18]=2[C:19](=[O:23])[N:20]([CH3:22])[N:21]=1. Product: [C:28]1([CH3:35])[CH:29]=[C:30]([CH3:34])[CH:31]=[C:32]([CH3:33])[C:27]=1[N:24]1[C:18]2[C:19](=[O:23])[N:20]([CH3:22])[N:21]=[C:16]([O:8][CH2:7][C:6]3[CH:9]=[CH:10][C:3]([C:2]([F:11])([F:12])[F:1])=[CH:4][CH:5]=3)[C:17]=2[CH:26]=[CH:25]1. The catalyst class is: 18. (2) Reactant: [Br:1][C:2]1[C:7]2[CH2:8][CH:9]([CH:11]=O)[O:10][C:6]=2[C:5]([Cl:13])=[CH:4][CH:3]=1.[Br-].[CH2:15]([O:17][C:18](=[O:39])[CH2:19][P+](C1C=CC=CC=1)(C1C=CC=CC=1)C1C=CC=CC=1)[CH3:16].C(N(CC)CC)C.O. Product: [Br:1][C:2]1[C:7]2[CH2:8][CH:9](/[CH:11]=[CH:19]/[C:18]([O:17][CH2:15][CH3:16])=[O:39])[O:10][C:6]=2[C:5]([Cl:13])=[CH:4][CH:3]=1. The catalyst class is: 1. (3) Reactant: Cl.[Cl:2][C:3]1[S:24][C:6]2[NH:7][C:8]([C:10]([NH:12][C@@H:13]3[CH2:21][C:20]4[C:15](=[CH:16][CH:17]=[CH:18][CH:19]=4)[C@H:14]3[NH:22][CH3:23])=[O:11])=[CH:9][C:5]=2[CH:4]=1.[C:25](O)(=[O:29])[C@@H:26]([CH3:28])[OH:27].CCN(C(C)C)C(C)C.C1C=CC2N(O)N=NC=2C=1.CCN=C=NCCCN(C)C. Product: [Cl:2][C:3]1[S:24][C:6]2[NH:7][C:8]([C:10]([NH:12][C@@H:13]3[CH2:21][C:20]4[C:15](=[CH:16][CH:17]=[CH:18][CH:19]=4)[C@H:14]3[N:22]([C:25](=[O:29])[C@H:26]([OH:27])[CH3:28])[CH3:23])=[O:11])=[CH:9][C:5]=2[CH:4]=1. The catalyst class is: 287. (4) Reactant: [Br:1][C:2]1[CH:3]=[CH:4][C:5]2[NH:6][C:7]3[C:12]([S:13][C:14]=2[CH:15]=1)=[CH:11][C:10]([Br:16])=[CH:9][CH:8]=3.[CH3:17][C:18]([O:21][C:22](O[C:22]([O:21][C:18]([CH3:20])([CH3:19])[CH3:17])=[O:23])=[O:23])([CH3:20])[CH3:19]. Product: [Br:1][C:2]1[CH:3]=[CH:4][C:5]2[N:6]([C:22]([O:21][C:18]([CH3:20])([CH3:19])[CH3:17])=[O:23])[C:7]3[C:12]([S:13][C:14]=2[CH:15]=1)=[CH:11][C:10]([Br:16])=[CH:9][CH:8]=3. The catalyst class is: 649. (5) Reactant: [CH3:1][O:2][C:3](=[O:14])[C:4]1[CH:9]=[CH:8][CH:7]=[C:6]([N+:10]([O-])=O)[C:5]=1[OH:13].[H][H]. Product: [CH3:1][O:2][C:3](=[O:14])[C:4]1[CH:9]=[CH:8][CH:7]=[C:6]([NH2:10])[C:5]=1[OH:13]. The catalyst class is: 29. (6) Reactant: [H-].[Na+].Cl[C:4]1[CH:9]=[N:8][CH:7]=[C:6]([Cl:10])[N:5]=1.[CH3:11][O:12][C:13]1[CH:18]=[CH:17][C:16]([CH2:19][OH:20])=[CH:15][CH:14]=1. Product: [Cl:10][C:6]1[CH:7]=[N:8][CH:9]=[C:4]([O:20][CH2:19][C:16]2[CH:17]=[CH:18][C:13]([O:12][CH3:11])=[CH:14][CH:15]=2)[N:5]=1. The catalyst class is: 3. (7) Reactant: [F:1][C:2]([F:40])([F:39])[C:3]1[CH:4]=[C:5]([CH:32]=[C:33]([C:35]([F:38])([F:37])[F:36])[CH:34]=1)[C:6]([N:8]1[CH2:13][CH2:12][N:11]([CH2:14][CH2:15][CH2:16]OS(C)(=O)=O)[CH2:10][C@H:9]1[CH2:22][C:23]1[C:31]2[C:26](=[CH:27][CH:28]=[CH:29][CH:30]=2)[NH:25][CH:24]=1)=[O:7].[C:41]1([CH:47]2[CH2:52][CH2:51][NH:50][CH2:49][CH2:48]2)[CH:46]=[CH:45][CH:44]=[CH:43][CH:42]=1. Product: [F:1][C:2]([F:40])([F:39])[C:3]1[CH:4]=[C:5]([CH:32]=[C:33]([C:35]([F:37])([F:36])[F:38])[CH:34]=1)[C:6]([N:8]1[CH2:13][CH2:12][N:11]([CH2:14][CH2:15][CH2:16][N:50]2[CH2:51][CH2:52][CH:47]([C:41]3[CH:46]=[CH:45][CH:44]=[CH:43][CH:42]=3)[CH2:48][CH2:49]2)[CH2:10][C@H:9]1[CH2:22][C:23]1[C:31]2[C:26](=[CH:27][CH:28]=[CH:29][CH:30]=2)[NH:25][CH:24]=1)=[O:7]. The catalyst class is: 10. (8) Reactant: [CH3:1][N:2]1[C:6]([N:7]2[CH2:13][CH2:12][CH2:11][CH:10]([NH:14][C:15](=[O:21])[O:16][C:17]([CH3:20])([CH3:19])[CH3:18])[CH2:9][CH2:8]2)=[C:5]([N+:22]([O-])=O)[CH:4]=[N:3]1.[NH4+].[Cl-].CCO. Product: [NH2:22][C:5]1[CH:4]=[N:3][N:2]([CH3:1])[C:6]=1[N:7]1[CH2:13][CH2:12][CH2:11][CH:10]([NH:14][C:15](=[O:21])[O:16][C:17]([CH3:18])([CH3:19])[CH3:20])[CH2:9][CH2:8]1. The catalyst class is: 150. (9) Product: [CH3:29][O:30][C:1]([C:3]1([N:11]([C:12](=[O:22])[CH2:13][C:14]2[CH:19]=[C:18]([CH3:20])[CH:17]=[CH:16][C:15]=2[CH3:21])[OH:23])[CH2:8][CH2:7][N:6]([O:9][CH3:10])[CH2:5][CH2:4]1)=[O:25]. The catalyst class is: 5. Reactant: [C:1]([C:3]1([N:11]([OH:23])[C:12](=[O:22])[CH2:13][C:14]2[CH:19]=[C:18]([CH3:20])[CH:17]=[CH:16][C:15]=2[CH3:21])[CH2:8][CH2:7][N:6]([O:9][CH3:10])[CH2:5][CH2:4]1)#N.S(=O)(=O)(O)[OH:25].[C:29](=O)([O-])[OH:30].[Na+].